Dataset: Catalyst prediction with 721,799 reactions and 888 catalyst types from USPTO. Task: Predict which catalyst facilitates the given reaction. (1) Reactant: Br[C:2]1[CH:11]=[C:10]2[C:5]([N:6]=[CH:7][C:8](Cl)=[N:9]2)=[CH:4][CH:3]=1.B(O)O.[O:16]1[CH:20]=[CH:19][CH:18]=[C:17]1B(O)O.C(=O)([O-])[O-].[K+].[K+].CC1(C)C(C)(C)OB([C:38]2[CH:39]=[C:40]([NH:44][S:45]([C:48]3[CH:53]=[CH:52][CH:51]=[CH:50][CH:49]=3)(=[O:47])=[O:46])[CH:41]=[N:42][CH:43]=2)O1. Product: [O:16]1[CH:20]=[CH:19][CH:18]=[C:17]1[C:8]1[CH:7]=[N:6][C:5]2[C:10]([N:9]=1)=[CH:11][C:2]([C:38]1[CH:39]=[C:40]([NH:44][S:45]([C:48]3[CH:49]=[CH:50][CH:51]=[CH:52][CH:53]=3)(=[O:46])=[O:47])[CH:41]=[N:42][CH:43]=1)=[CH:3][CH:4]=2. The catalyst class is: 12. (2) Reactant: [F:1][C:2]1[CH:7]=[CH:6][CH:5]=[CH:4][C:3]=1[CH2:8][C:9]([OH:11])=O.[C:12](Cl)(=O)[C:13](Cl)=O.[Cl-].[Al+3].[Cl-].[Cl-].Cl. Product: [F:1][C:2]1[CH:7]=[CH:6][CH:5]=[C:4]2[C:3]=1[CH2:8][C:9](=[O:11])[CH2:13][CH2:12]2. The catalyst class is: 306. (3) Reactant: [O:1]=[C:2]1[C@H:8]([CH2:9][C:10]([O:12][CH2:13][CH2:14][N:15]2[CH2:20][CH2:19][O:18][CH2:17][CH2:16]2)=[O:11])[CH2:7][C:6]2[CH:21]=[CH:22][C:23]([O:25][CH2:26][CH2:27][C:28]3[N:29]=[C:30]4[N:35](C(OC(C)(C)C)=O)[CH2:34][CH2:33][CH2:32][N:31]4[CH:43]=3)=[CH:24][C:5]=2[CH2:4][N:3]1[CH2:44][C:45]([F:48])([F:47])[F:46].[ClH:49].O1CCOCC1. Product: [ClH:49].[O:1]=[C:2]1[C@H:8]([CH2:9][C:10]([O:12][CH2:13][CH2:14][N:15]2[CH2:16][CH2:17][O:18][CH2:19][CH2:20]2)=[O:11])[CH2:7][C:6]2[CH:21]=[CH:22][C:23]([O:25][CH2:26][CH2:27][C:28]3[N:29]=[C:30]4[NH:35][CH2:34][CH2:33][CH2:32][N:31]4[CH:43]=3)=[CH:24][C:5]=2[CH2:4][N:3]1[CH2:44][C:45]([F:47])([F:48])[F:46]. The catalyst class is: 4. (4) Reactant: [NH2:1][C:2]1[CH:6]=[C:5]([C:7]2[CH:12]=[CH:11][C:10]([F:13])=[CH:9][CH:8]=2)[S:4][C:3]=1[C:14]#[N:15].[CH3:16][O:17][C:18]1[CH:26]=[CH:25][CH:24]=[CH:23][C:19]=1[C:20](Cl)=[O:21]. Product: [C:14]([C:3]1[S:4][C:5]([C:7]2[CH:8]=[CH:9][C:10]([F:13])=[CH:11][CH:12]=2)=[CH:6][C:2]=1[NH:1][C:20](=[O:21])[C:19]1[CH:23]=[CH:24][CH:25]=[CH:26][C:18]=1[O:17][CH3:16])#[N:15]. The catalyst class is: 17.